Dataset: Full USPTO retrosynthesis dataset with 1.9M reactions from patents (1976-2016). Task: Predict the reactants needed to synthesize the given product. (1) Given the product [CH2:60]([NH:67][C:6]([C:5]1[CH:9]=[CH:10][C:2]([Cl:1])=[C:3]([NH:11][C:12]([CH:14]2[CH2:23][C:22]3[C:17](=[CH:18][C:19]([O:26][CH3:27])=[C:20]([O:24][CH3:25])[CH:21]=3)[NH:16][C:15]2=[O:28])=[O:13])[CH:4]=1)=[O:8])[C:61]1[CH:66]=[CH:65][CH:64]=[CH:63][CH:62]=1, predict the reactants needed to synthesize it. The reactants are: [Cl:1][C:2]1[CH:10]=[CH:9][C:5]([C:6]([OH:8])=O)=[CH:4][C:3]=1[NH:11][C:12]([CH:14]1[CH2:23][C:22]2[C:17](=[CH:18][C:19]([O:26][CH3:27])=[C:20]([O:24][CH3:25])[CH:21]=2)[NH:16][C:15]1=[O:28])=[O:13].C(N(CC)CC)C.CN(C(ON1N=NC2C=CC=NC1=2)=[N+](C)C)C.F[P-](F)(F)(F)(F)F.[CH2:60]([NH2:67])[C:61]1[CH:66]=[CH:65][CH:64]=[CH:63][CH:62]=1. (2) Given the product [N:26]1[CH:27]=[CH:28][CH:29]=[CH:30][C:25]=1[C:23]1[N:22]=[C:21]2[CH:31]=[CH:32][S:33][C:20]2=[C:19]([O:18][C@H:16]2[CH2:15][NH:14][C@H:13]([C:11]([NH:10][C@:5]3([C:3]([O:2][CH3:1])=[O:4])[CH2:7][C@H:6]3[CH:8]=[CH2:9])=[O:12])[CH2:17]2)[CH:24]=1, predict the reactants needed to synthesize it. The reactants are: [CH3:1][O:2][C:3]([C@@:5]1([NH:10][C:11]([C@@H:13]2[CH2:17][C@@H:16]([O:18][C:19]3[CH:24]=[C:23]([C:25]4[CH:30]=[CH:29][CH:28]=[CH:27][N:26]=4)[N:22]=[C:21]4[CH:31]=[CH:32][S:33][C:20]=34)[CH2:15][N:14]2C(OC(C)(C)C)=O)=[O:12])[CH2:7][C@H:6]1[CH:8]=[CH2:9])=[O:4].Cl. (3) Given the product [CH2:1]([N:3]([CH2:6][C:7]1[S:11][C:10]([C:12]2[O:16][N:15]=[C:14]([C:17]3[CH:18]=[CH:19][C:20]([CH2:23][CH2:24][NH:25][S:28]([CH3:27])(=[O:30])=[O:29])=[CH:21][CH:22]=3)[N:13]=2)=[CH:9][C:8]=1[CH3:26])[CH2:4][CH3:5])[CH3:2], predict the reactants needed to synthesize it. The reactants are: [CH2:1]([N:3]([CH2:6][C:7]1[S:11][C:10]([C:12]2[O:16][N:15]=[C:14]([C:17]3[CH:22]=[CH:21][C:20]([CH2:23][CH2:24][NH2:25])=[CH:19][CH:18]=3)[N:13]=2)=[CH:9][C:8]=1[CH3:26])[CH2:4][CH3:5])[CH3:2].[CH3:27][S:28](Cl)(=[O:30])=[O:29]. (4) Given the product [CH2:20]([NH2:23])[CH2:21][NH2:22].[OH:3][C:2]([CH:4]([C:6]1[CH:19]=[CH:18][CH:17]=[C:8]([C:9]([C:11]2[CH:12]=[CH:13][CH:14]=[CH:15][CH:16]=2)=[O:10])[CH:7]=1)[CH3:5])=[O:1], predict the reactants needed to synthesize it. The reactants are: [OH:1][C:2]([CH:4]([C:6]1[CH:19]=[CH:18][CH:17]=[C:8]([C:9]([C:11]2[CH:16]=[CH:15][CH:14]=[CH:13][CH:12]=2)=[O:10])[CH:7]=1)[CH3:5])=[O:3].[CH2:20]([NH2:23])[CH2:21][NH2:22].